Dataset: Reaction yield outcomes from USPTO patents with 853,638 reactions. Task: Predict the reaction yield, written as a fraction of the theoretical maximum amount of product (1.0 means a 100% yield; for example, 0.34 means a 34% yield). The reactants are Br[C:2]1[CH:24]=[C:23]([F:25])[CH:22]=[CH:21][C:3]=1[O:4][CH2:5][C:6]([N:8]([CH:18]([CH3:20])[CH3:19])[NH:9][C:10](=[O:17])[C:11]1[CH:16]=[CH:15][CH:14]=[CH:13][CH:12]=1)=[O:7].C([O-])([O-])=O.[Na+].[Na+].[F:32][C:33]1[CH:38]=[CH:37][CH:36]=[CH:35][C:34]=1B(O)O. The catalyst is COCCOC. The product is [F:25][C:23]1[CH:22]=[CH:21][C:3]([O:4][CH2:5][C:6]([N:8]([CH:18]([CH3:20])[CH3:19])[NH:9][C:10](=[O:17])[C:11]2[CH:16]=[CH:15][CH:14]=[CH:13][CH:12]=2)=[O:7])=[C:2]([C:34]2[CH:35]=[CH:36][CH:37]=[CH:38][C:33]=2[F:32])[CH:24]=1. The yield is 0.580.